Dataset: Reaction yield outcomes from USPTO patents with 853,638 reactions. Task: Predict the reaction yield, written as a fraction of the theoretical maximum amount of product (1.0 means a 100% yield; for example, 0.34 means a 34% yield). (1) The reactants are [F:1][CH:2]([F:32])[O:3][C:4]1[CH:5]=[C:6]([N:14]([CH2:25][C:26]2[CH:27]=[N:28][CH:29]=[CH:30][CH:31]=2)[C:15]2[CH:16]=[C:17]([CH:21]([OH:24])[CH2:22][NH2:23])[CH:18]=[CH:19][CH:20]=2)[CH:7]=[CH:8][C:9]=1[O:10][CH:11]([F:13])[F:12].NO.[C:35](O[C:35]([O:37][C:38]([CH3:41])([CH3:40])[CH3:39])=[O:36])([O:37][C:38]([CH3:41])([CH3:40])[CH3:39])=[O:36].C(=O)([O-])[O-].[K+].[K+]. The catalyst is O.C1COCC1. The product is [F:32][CH:2]([F:1])[O:3][C:4]1[CH:5]=[C:6]([N:14]([CH2:25][C:26]2[CH:27]=[N:28][CH:29]=[CH:30][CH:31]=2)[C:15]2[CH:16]=[C:17]([CH:21]([OH:24])[CH2:22][NH:23][C:35]([O:37][C:38]([CH3:41])([CH3:40])[CH3:39])=[O:36])[CH:18]=[CH:19][CH:20]=2)[CH:7]=[CH:8][C:9]=1[O:10][CH:11]([F:13])[F:12]. The yield is 0.560. (2) The reactants are [CH3:1][O:2][C:3](=[O:21])[C:4]1[CH:9]=[C:8]([C:10](=[O:12])[CH3:11])[C:7]([C:13]([F:16])([F:15])[F:14])=[CH:6][C:5]=1[NH:17][C:18](=[O:20])[CH3:19]. The catalyst is C1COCC1.[Pd]. The product is [CH3:1][O:2][C:3](=[O:21])[C:4]1[CH:9]=[C:8]([CH:10]([OH:12])[CH3:11])[C:7]([C:13]([F:16])([F:15])[F:14])=[CH:6][C:5]=1[NH:17][C:18](=[O:20])[CH3:19]. The yield is 0.910. (3) The reactants are [F:1][CH:2]([F:12])[O:3][CH2:4][C:5]1(C(O)=O)[CH2:8][CH2:7][CH2:6]1.C1C=CC(P([N:27]=[N+]=[N-])(C2C=CC=CC=2)=O)=CC=1.[Cl:30][C:31]1[CH:32]=[C:33]([C:38]2[C:46]([C:47]([NH2:49])=[O:48])=[C:41]3[CH2:42][NH:43][CH2:44][CH2:45][N:40]3[N:39]=2)[CH:34]=[CH:35][C:36]=1[F:37].C1[CH2:54][O:53]CC1. The catalyst is C1(C)C=CC=CC=1. The product is [Cl:30][C:31]1[CH:32]=[C:33]([C:38]2[C:46]([C:47]([NH2:49])=[O:48])=[C:41]3[CH2:42][N:43]([C:54]([NH:27][C:5]4([CH2:4][O:3][CH:2]([F:1])[F:12])[CH2:6][CH2:7][CH2:8]4)=[O:53])[CH2:44][CH2:45][N:40]3[N:39]=2)[CH:34]=[CH:35][C:36]=1[F:37]. The yield is 0.150. (4) The reactants are [F:1][C:2]([F:16])([F:15])[O:3][C:4]1[CH:12]=[C:11]([CH:13]=[CH2:14])[CH:10]=[CH:9][C:5]=1[C:6]([OH:8])=[O:7].Br[CH:18]([C:23]1[CH:28]=[C:27]([Cl:29])[C:26]([F:30])=[C:25]([Cl:31])[CH:24]=1)[C:19]([F:22])([F:21])[F:20].N1C=CC=CC=1C1C=CC=CN=1. The catalyst is CN1CCCC1.O.[Cu]Cl. The product is [Cl:29][C:27]1[CH:28]=[C:23]([CH:18]([C:19]([F:22])([F:21])[F:20])/[CH:14]=[CH:13]/[C:11]2[CH:10]=[CH:9][C:5]([C:6]([OH:8])=[O:7])=[C:4]([O:3][C:2]([F:15])([F:16])[F:1])[CH:12]=2)[CH:24]=[C:25]([Cl:31])[C:26]=1[F:30]. The yield is 0.210.